From a dataset of Catalyst prediction with 721,799 reactions and 888 catalyst types from USPTO. Predict which catalyst facilitates the given reaction. (1) Reactant: [C:1]([C:5]1[CH:13]=[CH:12][C:8]([C:9]([NH2:11])=[O:10])=[C:7]([Cl:14])[N:6]=1)([CH3:4])([CH3:3])[CH3:2].[N+:15]([C:18]1[CH:19]=[C:20]([S:24](Cl)(=[O:26])=[O:25])[CH:21]=[CH:22][CH:23]=1)([O-:17])=[O:16].[H-].[Na+]. Product: [C:1]([C:5]1[CH:13]=[CH:12][C:8]([C:9]([NH:11][S:24]([C:20]2[CH:21]=[CH:22][CH:23]=[C:18]([N+:15]([O-:17])=[O:16])[CH:19]=2)(=[O:25])=[O:26])=[O:10])=[C:7]([Cl:14])[N:6]=1)([CH3:4])([CH3:2])[CH3:3]. The catalyst class is: 1. (2) Reactant: [CH3:1][C:2]1[CH:3]=[CH:4][C:5]([C:8]#[C:9][Si](C)(C)C)=[N:6][CH:7]=1.[F-].C([N+](CCCC)(CCCC)CCCC)CCC. Product: [C:8]([C:5]1[CH:4]=[CH:3][C:2]([CH3:1])=[CH:7][N:6]=1)#[CH:9]. The catalyst class is: 1. (3) Reactant: [Br:1][C:2]1[C:10]([C:11]2[CH:12]=[CH:13][C:14]([NH2:17])=[N:15][CH:16]=2)=[CH:9][C:5]2[O:6][CH2:7][CH2:8][C:4]=2[CH:3]=1.[F:18][C:19]1[CH:27]=[CH:26][CH:25]=[C:24]([F:28])[C:20]=1[C:21](Cl)=[O:22].CCN(C(C)C)C(C)C.C([O-])(O)=O.[Na+].C(Cl)Cl. Product: [F:18][C:19]1[CH:27]=[CH:26][CH:25]=[C:24]([F:28])[C:20]=1[C:21]([NH:17][C:14]1[CH:13]=[CH:12][C:11]([C:10]2[C:2]([Br:1])=[CH:3][C:4]3[CH2:8][CH2:7][O:6][C:5]=3[CH:9]=2)=[CH:16][N:15]=1)=[O:22]. The catalyst class is: 2. (4) Product: [NH2:32][C@@H:27]([C:28]([CH3:31])([CH3:30])[CH3:29])[C:25]([NH:24][C@@H:10]([CH2:11][C:12]1[CH:17]=[CH:16][C:15]([C:18]2[CH:23]=[CH:22][CH:21]=[CH:20][N:19]=2)=[CH:14][CH:13]=1)[CH2:9][C@H:8]([OH:40])[C@@H:7]([NH:6][C:4](=[O:5])[C@@H:3]([N:48]1[CH2:52][CH2:51][N:50]([CH2:53][C:54]2[CH:59]=[CH:58][CH:57]=[C:56]([CH3:60])[N:55]=2)[C:49]1=[O:61])[C:2]([CH3:1])([CH3:63])[CH3:62])[CH2:41][C:42]1[CH:47]=[CH:46][CH:45]=[CH:44][CH:43]=1)=[O:26]. Reactant: [CH3:1][C:2]([CH3:63])([CH3:62])[C@H:3]([N:48]1[CH2:52][CH2:51][N:50]([CH2:53][C:54]2[CH:59]=[CH:58][CH:57]=[C:56]([CH3:60])[N:55]=2)[C:49]1=[O:61])[C:4]([NH:6][C@@H:7]([CH2:41][C:42]1[CH:47]=[CH:46][CH:45]=[CH:44][CH:43]=1)[C@@H:8]([OH:40])[CH2:9][C@@H:10]([NH:24][C:25]([C@@H:27]([NH:32]C(=O)OC(C)(C)C)[C:28]([CH3:31])([CH3:30])[CH3:29])=[O:26])[CH2:11][C:12]1[CH:17]=[CH:16][C:15]([C:18]2[CH:23]=[CH:22][CH:21]=[CH:20][N:19]=2)=[CH:14][CH:13]=1)=[O:5].Cl. The catalyst class is: 1. (5) Reactant: C([N:8]1[CH2:13][CH2:12][N:11](CC2C=CC=CC=2)[CH2:10][C@@H:9]1[CH2:21][CH2:22][C:23]1[CH:28]=[CH:27][CH:26]=[CH:25][N:24]=1)C1C=CC=CC=1.C([O-])=O.[NH4+]. Product: [N:24]1[CH:25]=[CH:26][CH:27]=[CH:28][C:23]=1[CH2:22][CH2:21][C@H:9]1[CH2:10][NH:11][CH2:12][CH2:13][NH:8]1. The catalyst class is: 29. (6) Reactant: O[CH2:2][C:3]1[N:4]=[C:5]([S:8][CH2:9][CH2:10][C:11]([F:15])=[C:12]([F:14])[F:13])[O:6][CH:7]=1.N1C=CC=CC=1.S(Cl)([Cl:24])=O. Product: [Cl:24][CH2:2][C:3]1[N:4]=[C:5]([S:8][CH2:9][CH2:10][C:11]([F:15])=[C:12]([F:14])[F:13])[O:6][CH:7]=1. The catalyst class is: 22. (7) Reactant: [N:1]([CH2:4][CH2:5][O:6][CH2:7][CH2:8][O:9][CH2:10][CH2:11][OH:12])=[N+:2]=[N-:3].CCN(CC)CC.[CH3:20][S:21](Cl)(=[O:23])=[O:22]. Product: [CH3:20][S:21]([O:12][CH2:11][CH2:10][O:9][CH2:8][CH2:7][O:6][CH2:5][CH2:4][N:1]=[N+:2]=[N-:3])(=[O:23])=[O:22]. The catalyst class is: 1.